This data is from Reaction yield outcomes from USPTO patents with 853,638 reactions. The task is: Predict the reaction yield, written as a fraction of the theoretical maximum amount of product (1.0 means a 100% yield; for example, 0.34 means a 34% yield). (1) The reactants are [CH2:1]([O:8][C:9]1[CH:10]=[CH:11][CH:12]=[C:13]2[C:18]=1[N:17]=[C:16](Cl)[CH:15]=[CH:14]2)[C:2]1[CH:7]=[CH:6][CH:5]=[CH:4][CH:3]=1.[CH3:20][O:21][CH2:22][CH2:23][O:24][C:25]1[CH:30]=[CH:29][N:28]2[CH:31]=[CH:32][N:33]=[C:27]2[CH:26]=1.C([O-])([O-])=O.[K+].[K+].O1CCOCC1.O. The catalyst is C(Cl)Cl.C1C=CC([P]([Pd]([P](C2C=CC=CC=2)(C2C=CC=CC=2)C2C=CC=CC=2)([P](C2C=CC=CC=2)(C2C=CC=CC=2)C2C=CC=CC=2)[P](C2C=CC=CC=2)(C2C=CC=CC=2)C2C=CC=CC=2)(C2C=CC=CC=2)C2C=CC=CC=2)=CC=1.CC([O-])=O.CC([O-])=O.[Pd+2]. The product is [CH2:1]([O:8][C:9]1[CH:10]=[CH:11][CH:12]=[C:13]2[C:18]=1[N:17]=[C:16]([C:31]1[N:28]3[CH:29]=[CH:30][C:25]([O:24][CH2:23][CH2:22][O:21][CH3:20])=[CH:26][C:27]3=[N:33][CH:32]=1)[CH:15]=[CH:14]2)[C:2]1[CH:7]=[CH:6][CH:5]=[CH:4][CH:3]=1. The yield is 0.690. (2) The reactants are [Cl:1][C:2]1[CH:7]=[CH:6][CH:5]=[C:4]([Cl:8])[C:3]=1[S:9]([NH2:12])(=[O:11])=[O:10].[N+:13]([O-])([OH:15])=[O:14].O. The catalyst is S(=O)(=O)(O)O. The product is [Cl:1][C:2]1[C:7]([N+:13]([O-:15])=[O:14])=[CH:6][CH:5]=[C:4]([Cl:8])[C:3]=1[S:9]([NH2:12])(=[O:10])=[O:11]. The yield is 0.760. (3) The reactants are [CH:1]([O:4][C:5]1[CH:10]=[CH:9][C:8]([S:11]([N:14]2[CH2:19][CH2:18][NH:17][CH2:16][CH2:15]2)(=[O:13])=[O:12])=[CH:7][CH:6]=1)([CH3:3])[CH3:2].CCC([O-])(C)C.[Na+].Cl[C:28]1[CH:29]=[CH:30][C:31]([C:35]2[O:36][CH:37]=[CH:38][N:39]=2)=[C:32]([OH:34])[CH:33]=1.Cl. The catalyst is C1(C)C=CC=CC=1.C([O-])(=O)C.[Pd+2].C([O-])(=O)C.C1([B-](C2C=CC=CC=2)(C2C=CC=CC=2)C2C=CC=CC=2)C=CC=CC=1.C([PH+](C(C)(C)C)C(C)(C)C)(C)(C)C.CO.O.C(O)(C)(C)C. The product is [CH:1]([O:4][C:5]1[CH:10]=[CH:9][C:8]([S:11]([N:14]2[CH2:15][CH2:16][N:17]([C:28]3[CH:29]=[CH:30][C:31]([C:35]4[O:36][CH:37]=[CH:38][N:39]=4)=[C:32]([OH:34])[CH:33]=3)[CH2:18][CH2:19]2)(=[O:12])=[O:13])=[CH:7][CH:6]=1)([CH3:3])[CH3:2]. The yield is 0.876. (4) The catalyst is C1COCC1. The reactants are [CH:1]([NH:4][C:5]1[C:14]([CH:15]=[O:16])=[CH:13][C:12]2[C:7](=[CH:8][CH:9]=[C:10]([O:17][CH3:18])[CH:11]=2)[N:6]=1)([CH3:3])[CH3:2]. The product is [CH:1]([NH:4][C:5]1[C:14]([CH2:15][OH:16])=[CH:13][C:12]2[C:7](=[CH:8][CH:9]=[C:10]([O:17][CH3:18])[CH:11]=2)[N:6]=1)([CH3:3])[CH3:2]. The yield is 0.930.